This data is from Reaction yield outcomes from USPTO patents with 853,638 reactions. The task is: Predict the reaction yield, written as a fraction of the theoretical maximum amount of product (1.0 means a 100% yield; for example, 0.34 means a 34% yield). (1) The reactants are [CH:1]1[C:6]([CH:7]=[O:8])=[CH:5][CH:4]=[C:3]([CH:9]=[O:10])[CH:2]=1.NCC1C=CC=CN=1.[H][H]. The catalyst is [Pd].CO. The product is [OH:10][CH2:9][C:3]1[CH:2]=[CH:1][C:6]([CH:7]=[O:8])=[CH:5][CH:4]=1. The yield is 0.780. (2) The reactants are C[O:2][C:3]1[CH:8]=[CH:7][C:6]([CH:9]=[CH:10][C:11]2[N:16]=[C:15]([NH2:17])[CH:14]=[CH:13][CH:12]=2)=[CH:5][CH:4]=1.B(Br)(Br)Br. The catalyst is C(Cl)Cl. The product is [NH2:17][C:15]1[N:16]=[C:11]([CH:10]=[CH:9][C:6]2[CH:5]=[CH:4][C:3]([OH:2])=[CH:8][CH:7]=2)[CH:12]=[CH:13][CH:14]=1. The yield is 0.250. (3) The reactants are [CH3:1][N:2]([CH3:25])[CH2:3][CH2:4][S:5]([NH:8][C:9]1[CH:24]=[CH:23][C:12]([C:13]([O:15][CH2:16][C:17]2[CH:22]=[CH:21][CH:20]=[CH:19][CH:18]=2)=[O:14])=[CH:11][CH:10]=1)(=[O:7])=[O:6].[C:26](O[C:26]([O:28][C:29]([CH3:32])([CH3:31])[CH3:30])=[O:27])([O:28][C:29]([CH3:32])([CH3:31])[CH3:30])=[O:27]. The catalyst is C(Cl)Cl.CN(C1C=CN=CC=1)C. The product is [C:29]([O:28][C:26]([N:8]([C:9]1[CH:24]=[CH:23][C:12]([C:13]([O:15][CH2:16][C:17]2[CH:18]=[CH:19][CH:20]=[CH:21][CH:22]=2)=[O:14])=[CH:11][CH:10]=1)[S:5]([CH2:4][CH2:3][N:2]([CH3:25])[CH3:1])(=[O:6])=[O:7])=[O:27])([CH3:32])([CH3:31])[CH3:30]. The yield is 0.850. (4) The reactants are [Br:1][C:2]1[CH:8]=[CH:7][C:5]([NH2:6])=[CH:4][CH:3]=1.[CH:9]([NH:11][NH:12][CH:13]=O)=O.C(N(CC)CC)C.Cl[Si](C)(C)C. The catalyst is N1C=CC=CC=1. The product is [Br:1][C:2]1[CH:8]=[CH:7][C:5]([N:6]2[CH:13]=[N:12][N:11]=[CH:9]2)=[CH:4][CH:3]=1. The yield is 0.720. (5) The reactants are C(OC([N:8]1[CH2:14][CH2:13][CH2:12][N:11]([C:15]2[CH:20]=[CH:19][C:18]([NH:21][C:22]([C:24]3[N:25]=[C:26]([C:33]4[CH:38]=[CH:37][CH:36]=[CH:35][CH:34]=4)[O:27][C:28]=3[C:29]([F:32])([F:31])[F:30])=[O:23])=[CH:17][CH:16]=2)[CH2:10][CH2:9]1)=O)(C)(C)C.O1CCOCC1.[ClH:45]. The catalyst is CO. The product is [ClH:45].[N:11]1([C:15]2[CH:20]=[CH:19][C:18]([NH:21][C:22]([C:24]3[N:25]=[C:26]([C:33]4[CH:38]=[CH:37][CH:36]=[CH:35][CH:34]=4)[O:27][C:28]=3[C:29]([F:32])([F:30])[F:31])=[O:23])=[CH:17][CH:16]=2)[CH2:12][CH2:13][CH2:14][NH:8][CH2:9][CH2:10]1. The yield is 0.990. (6) The reactants are C([S:4][CH2:5][C:6]1[C@:7]2([CH2:24][CH2:23][C@H:22]3[C:12](=[CH:13][CH:14]=[C:15]4[C@:20]3([CH3:21])[C@@H:19]([O:25][Si:26]([C:29]([CH3:32])([CH3:31])[CH3:30])([CH3:28])[CH3:27])[CH2:18][C@H:17]([O:33][Si:34]([C:37]([CH3:40])([CH3:39])[CH3:38])([CH3:36])[CH3:35])[CH2:16]4)[C@@H:9]2[CH2:10][CH:11]=1)[CH3:8])(=O)C.Br[CH2:42][CH2:43][C:44]([OH:47])([CH3:46])[CH3:45].CO.[OH-].[K+]. The catalyst is O1CCCC1. The product is [Si:26]([O:25][C@@H:19]1[C@@:20]2([CH3:21])[C:15](=[CH:14][CH:13]=[C:12]3[C@@H:22]2[CH2:23][CH2:24][C@@:7]2([CH3:8])[C@H:9]3[CH2:10][CH:11]=[C:6]2[CH2:5][S:4][CH2:42][CH2:43][C:44]([OH:47])([CH3:46])[CH3:45])[CH2:16][C@@H:17]([O:33][Si:34]([C:37]([CH3:38])([CH3:39])[CH3:40])([CH3:36])[CH3:35])[CH2:18]1)([C:29]([CH3:31])([CH3:32])[CH3:30])([CH3:28])[CH3:27]. The yield is 0.930. (7) The reactants are CS(O[N:6]=[C:7](Cl)[C@H:8]1[CH2:12][O:11][C:10]2([CH2:17][CH2:16][CH2:15][CH2:14][CH2:13]2)[O:9]1)(=O)=O.N1C=CC=CC=1.[S-:25][C:26]#[N:27].[Na+].[Br:29][C:30]1[CH:31]=[C:32]([O:37][C:38]2[C:39]([CH3:45])=[N:40][N:41]([CH3:44])[C:42]=2[CH3:43])[C:33]([NH2:36])=[N:34][CH:35]=1. The catalyst is C(#N)C. The product is [Br:29][C:30]1[CH:31]=[C:32]([O:37][C:38]2[C:39]([CH3:45])=[N:40][N:41]([CH3:44])[C:42]=2[CH3:43])[C:33]([NH:36][C:26]2[S:25][N:6]=[C:7]([C@H:8]3[CH2:12][O:11][C:10]4([CH2:13][CH2:14][CH2:15][CH2:16][CH2:17]4)[O:9]3)[N:27]=2)=[N:34][CH:35]=1. The yield is 0.927. (8) The reactants are Br[C:2]1[CH:3]=[C:4]([CH:8]=[CH:9][C:10]=1[O:11][C:12]([F:15])([F:14])[F:13])[C:5]([OH:7])=[O:6].[CH3:16][Zn]C. The catalyst is O1CCOCC1.C1(C)C=CC=CC=1.C1C=CC(P(C2C=CC=CC=2)[C-]2C=CC=C2)=CC=1.C1C=CC(P(C2C=CC=CC=2)[C-]2C=CC=C2)=CC=1.Cl[Pd]Cl.[Fe+2]. The product is [CH3:16][C:2]1[CH:3]=[C:4]([CH:8]=[CH:9][C:10]=1[O:11][C:12]([F:15])([F:14])[F:13])[C:5]([OH:7])=[O:6]. The yield is 0.560. (9) The reactants are [Cl:1][C:2]1[CH:3]=[CH:4][C:5]2[N:6]([C:8]([CH2:11][OH:12])=[CH:9][N:10]=2)[N:7]=1. The catalyst is C(Cl)Cl.O=[Mn]=O. The product is [Cl:1][C:2]1[CH:3]=[CH:4][C:5]2[N:6]([C:8]([CH:11]=[O:12])=[CH:9][N:10]=2)[N:7]=1. The yield is 0.540. (10) The reactants are [Cl:1][C:2]1[CH:3]=[N:4][C:5]2[NH:6][C:7]3[CH:8]=[C:9]([C:26](O)=[O:27])[CH:10]=[C:11]([CH:25]=3)[O:12][CH2:13][CH2:14][S:15][C:16]3[CH:24]=[C:20]([NH:21][C:22]=1[N:23]=2)[CH:19]=[CH:18][CH:17]=3.[CH2:29]([NH2:36])[C:30]1[CH:35]=[CH:34][CH:33]=[CH:32][CH:31]=1.C(N(CC)C(C)C)(C)C.F[P-](F)(F)(F)(F)F.N1(OC(N(C)C)=[N+](C)C)C2C=CC=CC=2N=N1.[C:70]([OH:76])([C:72]([F:75])([F:74])[F:73])=[O:71]. The catalyst is CN(C)C=O.CO. The product is [F:73][C:72]([F:75])([F:74])[C:70]([OH:76])=[O:71].[CH2:29]([NH:36][C:26]([C:9]1[CH:10]=[C:11]2[CH:25]=[C:7]([CH:8]=1)[NH:6][C:5]1=[N:23][C:22](=[C:2]([Cl:1])[CH:3]=[N:4]1)[NH:21][C:20]1=[CH:24][C:16](=[CH:17][CH:18]=[CH:19]1)[S:15][CH2:14][CH2:13][O:12]2)=[O:27])[C:30]1[CH:35]=[CH:34][CH:33]=[CH:32][CH:31]=1. The yield is 0.160.